This data is from NCI-60 drug combinations with 297,098 pairs across 59 cell lines. The task is: Regression. Given two drug SMILES strings and cell line genomic features, predict the synergy score measuring deviation from expected non-interaction effect. (1) Drug 1: CC1=C(C=C(C=C1)NC(=O)C2=CC=C(C=C2)CN3CCN(CC3)C)NC4=NC=CC(=N4)C5=CN=CC=C5. Synergy scores: CSS=67.7, Synergy_ZIP=2.92, Synergy_Bliss=1.75, Synergy_Loewe=-26.6, Synergy_HSA=1.25. Drug 2: C#CCC(CC1=CN=C2C(=N1)C(=NC(=N2)N)N)C3=CC=C(C=C3)C(=O)NC(CCC(=O)O)C(=O)O. Cell line: OVCAR-4. (2) Synergy scores: CSS=26.8, Synergy_ZIP=-4.42, Synergy_Bliss=-3.58, Synergy_Loewe=-37.0, Synergy_HSA=-4.05. Drug 1: C1CCN(CC1)CCOC2=CC=C(C=C2)C(=O)C3=C(SC4=C3C=CC(=C4)O)C5=CC=C(C=C5)O. Drug 2: CC1C(C(=O)NC(C(=O)N2CCCC2C(=O)N(CC(=O)N(C(C(=O)O1)C(C)C)C)C)C(C)C)NC(=O)C3=C4C(=C(C=C3)C)OC5=C(C(=O)C(=C(C5=N4)C(=O)NC6C(OC(=O)C(N(C(=O)CN(C(=O)C7CCCN7C(=O)C(NC6=O)C(C)C)C)C)C(C)C)C)N)C. Cell line: 786-0. (3) Drug 1: CC1C(C(CC(O1)OC2CC(CC3=C2C(=C4C(=C3O)C(=O)C5=C(C4=O)C(=CC=C5)OC)O)(C(=O)C)O)N)O.Cl. Drug 2: CC1=C(C=C(C=C1)C(=O)NC2=CC(=CC(=C2)C(F)(F)F)N3C=C(N=C3)C)NC4=NC=CC(=N4)C5=CN=CC=C5. Cell line: NCI-H226. Synergy scores: CSS=15.0, Synergy_ZIP=-1.24, Synergy_Bliss=7.28, Synergy_Loewe=-0.860, Synergy_HSA=5.21. (4) Drug 1: C1=C(C(=O)NC(=O)N1)F. Drug 2: C1=NC2=C(N1)C(=S)N=CN2. Cell line: RXF 393. Synergy scores: CSS=27.4, Synergy_ZIP=-8.25, Synergy_Bliss=-16.1, Synergy_Loewe=-14.2, Synergy_HSA=-12.0. (5) Drug 1: CCC1(CC2CC(C3=C(CCN(C2)C1)C4=CC=CC=C4N3)(C5=C(C=C6C(=C5)C78CCN9C7C(C=CC9)(C(C(C8N6C=O)(C(=O)OC)O)OC(=O)C)CC)OC)C(=O)OC)O.OS(=O)(=O)O. Drug 2: CC1=C(C=C(C=C1)NC(=O)C2=CC=C(C=C2)CN3CCN(CC3)C)NC4=NC=CC(=N4)C5=CN=CC=C5. Cell line: KM12. Synergy scores: CSS=31.2, Synergy_ZIP=7.45, Synergy_Bliss=6.76, Synergy_Loewe=-11.3, Synergy_HSA=8.37.